This data is from Full USPTO retrosynthesis dataset with 1.9M reactions from patents (1976-2016). The task is: Predict the reactants needed to synthesize the given product. (1) Given the product [Br:2][CH2:4][C:5]1[N:6]([CH3:13])[CH:7]=[C:8]([N+:10]([O-:12])=[O:11])[N:9]=1, predict the reactants needed to synthesize it. The reactants are: [Li+].[Br-:2].Cl[CH2:4][C:5]1[N:6]([CH3:13])[CH:7]=[C:8]([N+:10]([O-:12])=[O:11])[N:9]=1. (2) The reactants are: [NH:1]1[CH2:6][CH2:5][NH:4][CH2:3][CH2:2]1.[Li].CO[C:10]1[CH:11]=[C:12]2[C:17](=[CH:18][CH:19]=1)[CH:16]=[C:15]([C:20](=[O:22])[CH3:21])[CH:14]=[CH:13]2. Given the product [N:1]1([C:10]2[CH:11]=[C:12]3[C:17](=[CH:18][CH:19]=2)[CH:16]=[C:15]([C:20](=[O:22])[CH3:21])[CH:14]=[CH:13]3)[CH2:6][CH2:5][NH:4][CH2:3][CH2:2]1, predict the reactants needed to synthesize it. (3) Given the product [ClH:46].[NH2:7][C@H:8]([CH2:35][C:36]1[CH:41]=[C:40]([F:42])[C:39]([F:43])=[CH:38][C:37]=1[F:44])[CH2:9][C:10]([N:12]1[CH2:17][CH2:16][N:15]2[C:18]([C:31]([F:32])([F:33])[F:34])=[N:19][C:20]([C:21]([N:23]3[CH2:24][CH2:25][S:26](=[O:30])(=[O:29])[CH2:27][CH2:28]3)=[O:22])=[C:14]2[CH2:13]1)=[O:11], predict the reactants needed to synthesize it. The reactants are: C(OC(=O)[NH:7][C@H:8]([CH2:35][C:36]1[CH:41]=[C:40]([F:42])[C:39]([F:43])=[CH:38][C:37]=1[F:44])[CH2:9][C:10]([N:12]1[CH2:17][CH2:16][N:15]2[C:18]([C:31]([F:34])([F:33])[F:32])=[N:19][C:20]([C:21]([N:23]3[CH2:28][CH2:27][S:26](=[O:30])(=[O:29])[CH2:25][CH2:24]3)=[O:22])=[C:14]2[CH2:13]1)=[O:11])(C)(C)C.[ClH:46]. (4) Given the product [CH:2]([C:3]1[C:4]2[C:9](=[CH:8][C:7]([C:10]([OH:12])=[O:11])=[CH:6][CH:5]=2)[NH:1][N:13]=1)=[O:17], predict the reactants needed to synthesize it. The reactants are: [NH:1]1[C:9]2[C:4](=[CH:5][CH:6]=[C:7]([C:10]([OH:12])=[O:11])[CH:8]=2)[CH:3]=[CH:2]1.[N:13]([O-])=O.[Na+].[OH2:17].